Dataset: Reaction yield outcomes from USPTO patents with 853,638 reactions. Task: Predict the reaction yield, written as a fraction of the theoretical maximum amount of product (1.0 means a 100% yield; for example, 0.34 means a 34% yield). (1) The reactants are [NH:1]1[CH2:5][CH2:4][CH2:3][NH:2]1.C[O:7][C:8](=O)[CH:9]([C:20]1[CH:25]=[CH:24][C:23]([F:26])=[CH:22][CH:21]=1)[C:10]([C:12]1[CH:17]=[CH:16][N:15]=[C:14]([S:18][CH3:19])[N:13]=1)=O. The catalyst is N1C=CC=CC=1. The product is [F:26][C:23]1[CH:24]=[CH:25][C:20]([C:9]2[C:8](=[O:7])[N:2]3[CH2:3][CH2:4][CH2:5][N:1]3[C:10]=2[C:12]2[CH:17]=[CH:16][N:15]=[C:14]([S:18][CH3:19])[N:13]=2)=[CH:21][CH:22]=1. The yield is 0.370. (2) The reactants are [Cl:1][C:2]1[N:7]=[N:6][C:5]([C:8]([C:10]2[CH:15]=[CH:14][CH:13]=[CH:12][CH:11]=2)=O)=[C:4]([CH3:16])[C:3]=1[CH3:17].[CH2:18]([SH:21])[CH2:19][SH:20].B(F)(F)F.CCOCC. The catalyst is C(Cl)Cl. The product is [Cl:1][C:2]1[N:7]=[N:6][C:5]([C:8]2([C:10]3[CH:15]=[CH:14][CH:13]=[CH:12][CH:11]=3)[S:21][CH2:18][CH2:19][S:20]2)=[C:4]([CH3:16])[C:3]=1[CH3:17]. The yield is 0.730. (3) The reactants are [CH:1]1([C:5]2[C:14]([I:15])=[CH:13][C:8]([C:9]([O:11]C)=[O:10])=[C:7]([CH2:16][CH3:17])[CH:6]=2)[CH2:4][CH2:3][CH2:2]1.[OH-].[Na+]. The catalyst is CO.O. The product is [CH:1]1([C:5]2[C:14]([I:15])=[CH:13][C:8]([C:9]([OH:11])=[O:10])=[C:7]([CH2:16][CH3:17])[CH:6]=2)[CH2:2][CH2:3][CH2:4]1. The yield is 0.910. (4) The reactants are [NH:1]1[CH2:6][CH2:5][CH2:4][CH2:3][CH:2]1[C:7]1[NH:8][C:9]2[C:14]([CH:15]=1)=[CH:13][C:12]([NH2:16])=[CH:11][CH:10]=2.[CH3:17][C:18]([O:21][C:22](O[C:22]([O:21][C:18]([CH3:20])([CH3:19])[CH3:17])=[O:23])=[O:23])([CH3:20])[CH3:19]. The catalyst is CCN(CC)CC.C1COCC1.O. The product is [NH2:16][C:12]1[CH:13]=[C:14]2[C:9](=[CH:10][CH:11]=1)[NH:8][C:7]([CH:2]1[CH2:3][CH2:4][CH2:5][CH2:6][N:1]1[C:22]([O:21][C:18]([CH3:20])([CH3:19])[CH3:17])=[O:23])=[CH:15]2. The yield is 0.0100. (5) The reactants are [Br:1][C:2]1[CH:3]=[N:4][C:5]2[N:6]([CH:8]=[C:9]([C:11]3[CH:16]=[C:15]([N+:17]([O-])=O)[CH:14]=[CH:13][C:12]=3[Cl:20])[N:10]=2)[CH:7]=1.O.O.Cl[Sn]Cl. The catalyst is C(O)C. The product is [Br:1][C:2]1[CH:3]=[N:4][C:5]2[N:6]([CH:8]=[C:9]([C:11]3[CH:16]=[C:15]([CH:14]=[CH:13][C:12]=3[Cl:20])[NH2:17])[N:10]=2)[CH:7]=1. The yield is 0.280.